This data is from Peptide-MHC class II binding affinity with 134,281 pairs from IEDB. The task is: Regression. Given a peptide amino acid sequence and an MHC pseudo amino acid sequence, predict their binding affinity value. This is MHC class II binding data. (1) The peptide sequence is GKATLECQVQTAVDFKK. The MHC is HLA-DQA10201-DQB10402 with pseudo-sequence HLA-DQA10201-DQB10402. The binding affinity (normalized) is 0.234. (2) The peptide sequence is RRANDKGDGEEFKNT. The MHC is DRB1_0101 with pseudo-sequence DRB1_0101. The binding affinity (normalized) is 0.153. (3) The peptide sequence is KLNNQFGSMPALTIA. The MHC is DRB4_0101 with pseudo-sequence DRB4_0103. The binding affinity (normalized) is 0.272. (4) The peptide sequence is KFPLKLRGTAVMSLK. The MHC is DRB5_0101 with pseudo-sequence DRB5_0101. The binding affinity (normalized) is 0.343. (5) The peptide sequence is WGAIWRIDTPDKLTG. The MHC is DRB1_1001 with pseudo-sequence DRB1_1001. The binding affinity (normalized) is 0.741. (6) The peptide sequence is PELKPGESRHTSDHM. The MHC is HLA-DPA10301-DPB10402 with pseudo-sequence HLA-DPA10301-DPB10402. The binding affinity (normalized) is 0.147. (7) The peptide sequence is VRKDISEWQPSKGWN. The MHC is DRB3_0301 with pseudo-sequence DRB3_0301. The binding affinity (normalized) is 0.341. (8) The peptide sequence is SYNKRVFCEAVRRVA. The MHC is DRB1_0401 with pseudo-sequence DRB1_0401. The binding affinity (normalized) is 0.341.